Dataset: Catalyst prediction with 721,799 reactions and 888 catalyst types from USPTO. Task: Predict which catalyst facilitates the given reaction. (1) Reactant: [CH3:1][S:2](Cl)(=[O:4])=[O:3].ClCCl.[NH2:9][C:10]1[CH:20]=[CH:19][C:13]([C:14]([O:16][CH2:17][CH3:18])=[O:15])=[CH:12][CH:11]=1.N1C=CC=CC=1. Product: [CH3:1][S:2]([NH:9][C:10]1[CH:11]=[CH:12][C:13]([C:14]([O:16][CH2:17][CH3:18])=[O:15])=[CH:19][CH:20]=1)(=[O:4])=[O:3]. The catalyst class is: 6. (2) Reactant: [Cl:1][C:2]1[C:3]([Cl:22])=[N:4][CH:5]=[C:6]([C:12]=1[NH:13][CH2:14][C:15]1[CH:20]=[CH:19][CH:18]=[C:17]([F:21])[CH:16]=1)[C:7](OCC)=[O:8].C([NH2:25])=O.CC[O-].[Na+].O. Product: [Cl:1][C:2]1[C:3]([Cl:22])=[N:4][CH:5]=[C:6]([C:12]=1[NH:13][CH2:14][C:15]1[CH:20]=[CH:19][CH:18]=[C:17]([F:21])[CH:16]=1)[C:7]([NH2:25])=[O:8]. The catalyst class is: 3. (3) Reactant: [CH3:1][N:2]([CH3:8])[C:3](=[O:7])[CH2:4][C:5]#[N:6].[CH2:9]([N:11]=[C:12]=[S:13])[CH3:10]. Product: [C:5]([CH:4]([C:12](=[S:13])[NH:11][CH2:9][CH3:10])[C:3]([N:2]([CH3:8])[CH3:1])=[O:7])#[N:6]. The catalyst class is: 66.